Dataset: Forward reaction prediction with 1.9M reactions from USPTO patents (1976-2016). Task: Predict the product of the given reaction. (1) The product is: [Cl:23][C:24]1[N:33]=[C:32]([C:16]2[CH:15]=[C:14]([N:11]3[CH2:12][CH2:13][N:8]([C:6]([O:5][C:1]([CH3:4])([CH3:3])[CH3:2])=[O:7])[CH2:9][CH2:10]3)[CH:19]=[CH:18][CH:17]=2)[C:31]2[C:26](=[CH:27][CH:28]=[C:29]([Cl:35])[CH:30]=2)[N:25]=1. Given the reactants [C:1]([O:5][C:6]([N:8]1[CH2:13][CH2:12][N:11]([C:14]2[CH:15]=[C:16](B(O)O)[CH:17]=[CH:18][CH:19]=2)[CH2:10][CH2:9]1)=[O:7])([CH3:4])([CH3:3])[CH3:2].[Cl:23][C:24]1[N:33]=[C:32](Cl)[C:31]2[C:26](=[CH:27][CH:28]=[C:29]([Cl:35])[CH:30]=2)[N:25]=1.C(Cl)Cl.C(=O)([O-])[O-].[K+].[K+], predict the reaction product. (2) Given the reactants [NH2:1][C:2]1[O:3][C:4]([C:15]2[CH:20]=[CH:19][CH:18]=[CH:17][CH:16]=2)=[C:5]([C:9]2[CH:14]=[CH:13][CH:12]=[CH:11][CH:10]=2)[C:6]=1[C:7]#[N:8].[CH:21](O)=O.C(OC(=O)C)(=O)C.[OH2:31], predict the reaction product. The product is: [C:9]1([C:5]2[C:6]3[C:2](=[O:3])[NH:1][CH:21]=[N:8][C:7]=3[O:31][C:4]=2[C:15]2[CH:20]=[CH:19][CH:18]=[CH:17][CH:16]=2)[CH:14]=[CH:13][CH:12]=[CH:11][CH:10]=1. (3) Given the reactants Cl[C:2]1[N:7]=[C:6]([C:8]2[S:12][C:11]([CH:13]([CH3:15])[CH3:14])=[N:10][C:9]=2[C:16]2[CH:17]=[C:18]([NH:22][S:23]([C:26]3[CH:31]=[CH:30][CH:29]=[C:28]([F:32])[CH:27]=3)(=[O:25])=[O:24])[CH:19]=[CH:20][CH:21]=2)[CH:5]=[CH:4][N:3]=1.[CH3:33][N:34]([CH3:39])[CH2:35][CH2:36][CH2:37][NH2:38].C([O-])([O-])=O.[K+].[K+], predict the reaction product. The product is: [CH3:33][N:34]([CH3:39])[CH2:35][CH2:36][CH2:37][NH:38][C:2]1[N:7]=[C:6]([C:8]2[S:12][C:11]([CH:13]([CH3:15])[CH3:14])=[N:10][C:9]=2[C:16]2[CH:17]=[C:18]([NH:22][S:23]([C:26]3[CH:31]=[CH:30][CH:29]=[C:28]([F:32])[CH:27]=3)(=[O:25])=[O:24])[CH:19]=[CH:20][CH:21]=2)[CH:5]=[CH:4][N:3]=1. (4) Given the reactants [Cl:1][C:2]1[CH:3]=[C:4](I)[CH:5]=[CH:6][C:7]=1[O:8][CH3:9].C(N(CC)CC)C.[C:18]1([C:24]#[C:25][CH2:26]O)[CH:23]=[CH:22][CH:21]=[CH:20][CH:19]=1.CN(C)C=[O:31], predict the reaction product. The product is: [Cl:1][C:2]1[CH:3]=[C:4]([C:26]#[C:25][CH:24]([C:18]2[CH:23]=[CH:22][CH:21]=[CH:20][CH:19]=2)[OH:31])[CH:5]=[CH:6][C:7]=1[O:8][CH3:9]. (5) Given the reactants C[O:2][C:3]1[CH:4]=[C:5]([C:9]2[N:14]=[C:13]3[N:15]([C:18]4[CH:23]=[CH:22][CH:21]=[CH:20][CH:19]=4)[N:16]=[CH:17][C:12]3=[C:11](O)[N:10]=2)[CH:6]=[CH:7][CH:8]=1.ClC1N=C(C2C=CC=C(OC)C=2)N=C2N(C3C=CC=CC=3)N=CC=12.B(Br)(Br)[Br:50], predict the reaction product. The product is: [Br:50][C:11]1[N:10]=[C:9]([C:5]2[CH:4]=[C:3]([OH:2])[CH:8]=[CH:7][CH:6]=2)[N:14]=[C:13]2[N:15]([C:18]3[CH:23]=[CH:22][CH:21]=[CH:20][CH:19]=3)[N:16]=[CH:17][C:12]=12.